From a dataset of Full USPTO retrosynthesis dataset with 1.9M reactions from patents (1976-2016). Predict the reactants needed to synthesize the given product. (1) Given the product [CH3:23][O:22][C:19]1[CH:20]=[CH:21][C:16]([O:15][C:4]2[CH:3]=[C:2]([NH:1][S:38]([C:35]3[CH:36]=[CH:37][C:32]([CH3:42])=[CH:33][CH:34]=3)(=[O:40])=[O:39])[C:11]([NH:12][S:27]([C:2]3[CH:11]=[CH:10][C:5]([CH3:6])=[CH:4][CH:3]=3)(=[O:28])=[O:29])=[CH:10][C:5]=2[C:6]([O:8][CH3:9])=[O:7])=[CH:17][CH:18]=1, predict the reactants needed to synthesize it. The reactants are: [NH2:1][C:2]1[C:11]([N+:12]([O-])=O)=[CH:10][C:5]([C:6]([O:8][CH3:9])=[O:7])=[C:4]([O:15][C:16]2[CH:21]=[CH:20][C:19]([O:22][CH3:23])=[CH:18][CH:17]=2)[CH:3]=1.S([S:27]([O-:29])=[O:28])([O-])=O.[Na+].[Na+].[C:32]1([CH3:42])[CH:37]=[CH:36][C:35]([S:38](Cl)(=[O:40])=[O:39])=[CH:34][CH:33]=1.Cl. (2) Given the product [Cl:25][C:26]1[C:27]([Cl:41])=[CH:28][C:29]2[O:34][CH2:33][C:32](=[O:35])[N:31]([CH2:36][C:37]([N:2]([CH3:1])[C@H:3]([C:11]3[CH:12]=[CH:13][C:14]([C:17]4[CH:22]=[CH:21][CH:20]=[C:19]([O:23][CH3:24])[CH:18]=4)=[CH:15][CH:16]=3)[CH2:4][N:5]3[CH2:10][CH2:9][O:8][CH2:7][CH2:6]3)=[O:39])[C:30]=2[CH:40]=1, predict the reactants needed to synthesize it. The reactants are: [CH3:1][NH:2][C@H:3]([C:11]1[CH:16]=[CH:15][C:14]([C:17]2[CH:22]=[CH:21][CH:20]=[C:19]([O:23][CH3:24])[CH:18]=2)=[CH:13][CH:12]=1)[CH2:4][N:5]1[CH2:10][CH2:9][O:8][CH2:7][CH2:6]1.[Cl:25][C:26]1[C:27]([Cl:41])=[CH:28][C:29]2[O:34][CH2:33][C:32](=[O:35])[N:31]([CH2:36][C:37]([OH:39])=O)[C:30]=2[CH:40]=1.C(N(CC)CC)C.F[P-](F)(F)(F)(F)F.N1(O[P+](N(C)C)(N(C)C)N(C)C)C2C=CC=CC=2N=N1. (3) Given the product [CH3:33][C:34]1[N:39]=[CH:38][C:37]([CH:1]=[CH2:2])=[CH:36][N:35]=1, predict the reactants needed to synthesize it. The reactants are: [CH:1]([B-](F)(F)F)=[CH2:2].[K+].C1(P(C2C=CC=CC=2)C2C=CC=CC=2)C=CC=CC=1.C(=O)([O-])[O-].[Cs+].[Cs+].[CH3:33][C:34]1[N:39]=[CH:38][C:37](Br)=[CH:36][N:35]=1. (4) Given the product [F:1][C:2]1[CH:3]=[C:4]([NH:8][C:9]2[N:14]=[C:13]([NH:15][CH2:16][CH2:17][CH3:18])[C:12]([C:24]#[C:23][CH2:22][CH2:21][CH2:20][N:25]3[C:26](=[O:35])[C:27]4[C:28](=[CH:31][CH:32]=[CH:33][CH:34]=4)[C:29]3=[O:30])=[CH:11][N:10]=2)[CH:5]=[CH:6][CH:7]=1, predict the reactants needed to synthesize it. The reactants are: [F:1][C:2]1[CH:3]=[C:4]([NH:8][C:9]2[N:14]=[C:13]([NH:15][CH2:16][CH2:17][CH3:18])[C:12](I)=[CH:11][N:10]=2)[CH:5]=[CH:6][CH:7]=1.[CH2:20]([N:25]1[C:29](=[O:30])[C:28]2=[CH:31][CH:32]=[CH:33][CH:34]=[C:27]2[C:26]1=[O:35])[CH2:21][CH2:22][C:23]#[CH:24].O.C(OCC)(=O)C. (5) The reactants are: O=P12OP3(OP(OP(O3)(O1)=O)(=O)O2)=O.O=P(Cl)(Cl)Cl.[CH3:20][C:21]([C:33]1[CH:38]=[CH:37][CH:36]=[CH:35][CH:34]=1)([CH3:32])[CH2:22][NH:23][C:24](=O)[C:25]1[CH:30]=[CH:29][CH:28]=[CH:27][CH:26]=1. Given the product [CH3:20][C:21]1([CH3:32])[C:33]2[C:38](=[CH:37][CH:36]=[CH:35][CH:34]=2)[C:24]([C:25]2[CH:30]=[CH:29][CH:28]=[CH:27][CH:26]=2)=[N:23][CH2:22]1, predict the reactants needed to synthesize it. (6) Given the product [CH:1]([O:4][CH2:5][CH2:6][CH2:7][NH:8][S:28]([C:27]1[CH:19]=[C:20]([CH:24]=[CH:25][CH:26]=1)[C:21]([OH:23])=[O:22])(=[O:30])=[O:29])([CH3:3])[CH3:2], predict the reactants needed to synthesize it. The reactants are: [CH:1]([O:4][CH2:5][CH2:6][CH2:7][NH2:8])([CH3:3])[CH3:2].C(N(CC)C(C)C)(C)C.C[C:19]1[C:27]([S:28](Cl)(=[O:30])=[O:29])=[CH:26][CH:25]=[CH:24][C:20]=1[C:21]([OH:23])=[O:22].